Task: Predict the reactants needed to synthesize the given product.. Dataset: Full USPTO retrosynthesis dataset with 1.9M reactions from patents (1976-2016) Given the product [CH3:1][N:2]([CH3:13])[C:3](=[O:12])[CH2:4][C:5]1[CH:10]=[CH:9][CH:8]=[CH:7][C:6]=1[NH:17][C:16]1[C:18]([F:30])=[C:19]([F:29])[C:20]([C:23]2[CH:28]=[CH:27][CH:26]=[CH:25][CH:24]=2)=[C:21]([F:22])[C:15]=1[F:14], predict the reactants needed to synthesize it. The reactants are: [CH3:1][N:2]([CH3:13])[C:3](=[O:12])[CH2:4][C:5]1[CH:10]=[CH:9][CH:8]=[CH:7][C:6]=1I.[F:14][C:15]1[C:21]([F:22])=[C:20]([C:23]2[CH:28]=[CH:27][CH:26]=[CH:25][CH:24]=2)[C:19]([F:29])=[C:18]([F:30])[C:16]=1[NH2:17].C(=O)([O-])[O-].[K+].[K+].